Dataset: Forward reaction prediction with 1.9M reactions from USPTO patents (1976-2016). Task: Predict the product of the given reaction. (1) Given the reactants [CH2:1]([N:3]([CH2:31][C:32]([NH:34][CH2:35][CH3:36])=[O:33])[C:4]([C:6]1[CH:7]=[C:8]2[C:16](=[CH:17][CH:18]=1)[N:15]([CH2:19]C(OCC)=O)[C:14]1[CH2:13][CH2:12][CH:11]([CH:25]3[CH2:30][CH2:29][O:28][CH2:27][CH2:26]3)[CH2:10][C:9]2=1)=[O:5])[CH3:2].[CH3:37][Mg]Br.[CH2:40]1[CH2:44][O:43]CC1, predict the reaction product. The product is: [CH2:1]([N:3]([CH2:31][C:32]([NH:34][CH2:35][CH3:36])=[O:33])[C:4]([C:6]1[CH:7]=[C:8]2[C:16](=[CH:17][CH:18]=1)[N:15]([CH2:19][C:44]([OH:43])([CH3:40])[CH3:37])[C:14]1[CH2:13][CH2:12][CH:11]([CH:25]3[CH2:26][CH2:27][O:28][CH2:29][CH2:30]3)[CH2:10][C:9]2=1)=[O:5])[CH3:2]. (2) Given the reactants CS(C)=O.[C:5]([O:9][C:10](=[O:27])[NH:11][C@@H:12]([CH:20]1[CH2:25][CH2:24][CH:23]([OH:26])[CH2:22][CH2:21]1)[C:13](=[O:19])[N:14]1[CH2:18][CH2:17][S:16][CH2:15]1)([CH3:8])([CH3:7])[CH3:6].C(N(CC)CC)C, predict the reaction product. The product is: [C:5]([O:9][C:10](=[O:27])[NH:11][C@@H:12]([CH:20]1[CH2:21][CH2:22][C:23](=[O:26])[CH2:24][CH2:25]1)[C:13](=[O:19])[N:14]1[CH2:18][CH2:17][S:16][CH2:15]1)([CH3:8])([CH3:6])[CH3:7]. (3) Given the reactants [C:1]([N:8]1[CH2:13][CH2:12][C:11](=[O:14])[CH2:10][CH2:9]1)([O:3][C:4]([CH3:7])([CH3:6])[CH3:5])=[O:2].CO[CH:17](OC)[N:18]([CH3:20])[CH3:19], predict the reaction product. The product is: [C:4]([O:3][C:1]([N:8]1[CH2:13][CH2:12][C:11](=[O:14])[C:10](=[CH:17][N:18]([CH3:20])[CH3:19])[CH2:9]1)=[O:2])([CH3:7])([CH3:6])[CH3:5]. (4) Given the reactants CCN(C(C)C)C(C)C.C1C=CC2N(O)N=NC=2C=1.CCN=C=NCCCN(C)C.[F:31][C:32]1[CH:37]=[CH:36][CH:35]=[CH:34][C:33]=1[N:38]1[CH:42]=[C:41]([C:43]([OH:45])=O)[N:40]=[N:39]1.FC1C=CC=CC=1N.[ClH:54].[NH2:55][CH2:56][C:57]([N:59]1[CH2:64][CH2:63][N:62]([C:65](=[O:74])[C:66]2[CH:71]=[C:70]([F:72])[CH:69]=[CH:68][C:67]=2Cl)[CH2:61][CH2:60]1)=[O:58].ClC1C=CC(F)=CC=1C(O)=O, predict the reaction product. The product is: [Cl:54][C:67]1[CH:68]=[CH:69][C:70]([F:72])=[CH:71][C:66]=1[C:65]([N:62]1[CH2:61][CH2:60][N:59]([C:57](=[O:58])[CH2:56][NH:55][C:43]([C:41]2[N:40]=[N:39][N:38]([C:33]3[CH:34]=[CH:35][CH:36]=[CH:37][C:32]=3[F:31])[CH:42]=2)=[O:45])[CH2:64][CH2:63]1)=[O:74]. (5) Given the reactants [F:1][C:2]1[CH:7]=[C:6]([OH:8])[CH:5]=[C:4]([F:9])[C:3]=1[C:10]1[N:11]([S:28]([C:31]([F:34])([F:33])[F:32])(=[O:30])=[O:29])[C:12]2[C:17]([CH:18]=1)=[CH:16][C:15]([C:19]1[CH:26]=[CH:25][C:22]([C:23]#[N:24])=[CH:21][C:20]=1[CH3:27])=[CH:14][CH:13]=2.C(=O)([O-])[O-].[K+].[K+].[CH3:41][O:42][CH2:43][CH2:44]Br, predict the reaction product. The product is: [F:9][C:4]1[CH:5]=[C:6]([O:8][CH2:44][CH2:43][O:42][CH3:41])[CH:7]=[C:2]([F:1])[C:3]=1[C:10]1[N:11]([S:28]([C:31]([F:32])([F:34])[F:33])(=[O:30])=[O:29])[C:12]2[C:17]([CH:18]=1)=[CH:16][C:15]([C:19]1[CH:26]=[CH:25][C:22]([C:23]#[N:24])=[CH:21][C:20]=1[CH3:27])=[CH:14][CH:13]=2. (6) Given the reactants [CH2:1]([C:3]1[NH:13][C:6]2[N:7]=[C:8]([SH:12])[N:9]=[C:10]([OH:11])[C:5]=2[CH:4]=1)[CH3:2].C(=O)([O-])[O-].[K+].[K+].I[C:21]1[CH:22]=[N:23][CH:24]=[CH:25][CH:26]=1.C(O)CO, predict the reaction product. The product is: [CH2:1]([C:3]1[NH:13][C:6]2[N:7]=[C:8]([S:12][C:21]3[CH:22]=[N:23][CH:24]=[CH:25][CH:26]=3)[N:9]=[C:10]([OH:11])[C:5]=2[CH:4]=1)[CH3:2]. (7) The product is: [CH2:1]([O:3][C:4]([C:6]1[CH:7]=[N:8][N:9]([C:12]2[C:17]([CH3:20])=[CH:16][C:15]([Cl:19])=[CH:14][N:13]=2)[C:10]=1[CH3:11])=[O:5])[CH3:2]. Given the reactants [CH2:1]([O:3][C:4]([C:6]1[CH:7]=[N:8][N:9]([C:12]2[C:17](Cl)=[CH:16][C:15]([Cl:19])=[CH:14][N:13]=2)[C:10]=1[CH3:11])=[O:5])[CH3:2].[CH3:20]B(O)O.P([O-])([O-])([O-])=O.[K+].[K+].[K+].[Cl-].[NH4+], predict the reaction product. (8) Given the reactants [CH3:1][C:2]1[CH:7]=[C:6]([C:8](=O)[CH2:9][C@@H:10]([C:18]2[CH:23]=[CH:22][C:21]([C:24]3[CH:29]=[CH:28][C:27]([C:30]([NH:32][C@@H:33]([CH3:37])[C:34]([OH:36])=[O:35])=[O:31])=[CH:26][CH:25]=3)=[CH:20][CH:19]=2)[C:11]2[CH:16]=[CH:15][CH:14]=[CH:13][C:12]=2[CH3:17])[CH:5]=[CH:4][N:3]=1.Cl.[NH2:40][OH:41].C([O-])(O)=O.[Na+], predict the reaction product. The product is: [OH:41][N:40]=[C:8]([C:6]1[CH:5]=[CH:4][N:3]=[C:2]([CH3:1])[CH:7]=1)[CH2:9][C@@H:10]([C:18]1[CH:19]=[CH:20][C:21]([C:24]2[CH:25]=[CH:26][C:27]([C:30]([NH:32][C@@H:33]([CH3:37])[C:34]([OH:36])=[O:35])=[O:31])=[CH:28][CH:29]=2)=[CH:22][CH:23]=1)[C:11]1[CH:16]=[CH:15][CH:14]=[CH:13][C:12]=1[CH3:17].